Predict the reaction yield, written as a fraction of the theoretical maximum amount of product (1.0 means a 100% yield; for example, 0.34 means a 34% yield). From a dataset of Reaction yield outcomes from USPTO patents with 853,638 reactions. (1) The reactants are [Cl:1][C:2]1[CH:8]=[CH:7][C:5]([NH2:6])=[CH:4][C:3]=1[O:9][CH3:10].[Br:11]N1C(=O)CCC1=O.[O-]S([O-])=O.[Na+].[Na+]. The catalyst is C(Cl)Cl. The product is [Br:11][C:7]1[CH:8]=[C:2]([Cl:1])[C:3]([O:9][CH3:10])=[CH:4][C:5]=1[NH2:6]. The yield is 0.800. (2) The reactants are [C:1]([C:3]1[C:11]2[C:6](=[CH:7][C:8]([CH:12]3CC3)=[CH:9][CH:10]=2)[N:5]([CH:15]2[CH2:18][CH2:17][CH2:16]2)[C:4]=1B(O)O)#[N:2].Cl[C:23]1[N:28]=[CH:27][C:26]([S:29]([NH:32][C@H:33]([CH3:38])[C:34]([F:37])([F:36])[F:35])(=[O:31])=[O:30])=[CH:25][CH:24]=1.F[B-](F)(F)F.[C:44]([PH+](C(C)(C)C)C(C)(C)C)(C)(C)C.[F-:57].[K+]. The catalyst is C1COCC1.C1C=CC(/C=C/C(/C=C/C2C=CC=CC=2)=O)=CC=1.C1C=CC(/C=C/C(/C=C/C2C=CC=CC=2)=O)=CC=1.C1C=CC(/C=C/C(/C=C/C2C=CC=CC=2)=O)=CC=1.[Pd].[Pd]. The product is [C:1]([C:3]1[C:11]2[C:6](=[CH:7][C:8]([CH3:12])=[C:9]([F:57])[CH:10]=2)[N:5]([CH:15]2[CH2:18][CH2:17][CH2:16][CH2:44]2)[C:4]=1[C:23]1[N:28]=[CH:27][C:26]([S:29]([NH:32][C@H:33]([CH3:38])[C:34]([F:37])([F:36])[F:35])(=[O:31])=[O:30])=[CH:25][CH:24]=1)#[N:2]. The yield is 0.940. (3) The reactants are CC(C)([O-])C.[K+].[C:7]([CH2:9][C:10]([O:12][CH2:13][CH3:14])=[O:11])#[N:8].Cl[C:16]1[C:21]([N+:22]([O-:24])=[O:23])=[CH:20][CH:19]=[CH:18][N:17]=1. The catalyst is C(O)(C)(C)C.C(O)(C)C. The product is [CH2:13]([O:12][C:10](=[O:11])[CH:9]([C:7]#[N:8])[C:16]1[C:21]([N+:22]([O-:24])=[O:23])=[CH:20][CH:19]=[CH:18][N:17]=1)[CH3:14]. The yield is 0.740. (4) The reactants are [Cl:1][C:2]1[CH:7]=[C:6]([Cl:8])[C:5]([S:9]([CH2:11][C:12]([F:15])([F:14])[F:13])=[O:10])=[CH:4][C:3]=1[OH:16].[F:17][C:18]([F:29])([F:28])[C:19]1[CH:24]=[CH:23][C:22]([CH2:25][CH2:26]O)=[CH:21][CH:20]=1.C1(P(C2C=CC=CC=2)C2C=CC=CC=2)C=CC=CC=1.N(C(OC(C)C)=O)=NC(OC(C)C)=O. The catalyst is O1CCCC1.C(OCC)(=O)C.CCCCCC. The product is [F:17][C:18]([F:28])([F:29])[C:19]1[CH:20]=[CH:21][C:22]([CH2:25][CH2:26][O:16][C:3]2[CH:4]=[C:5]([S:9]([CH2:11][C:12]([F:13])([F:15])[F:14])=[O:10])[C:6]([Cl:8])=[CH:7][C:2]=2[Cl:1])=[CH:23][CH:24]=1. The yield is 0.520. (5) The reactants are C[O:2][C:3](=[O:22])[CH:4]=[CH:5][C:6]1[CH:11]=[CH:10][CH:9]=[C:8]([S:12](=[O:21])(=[O:20])[NH:13][C:14]2[CH:19]=[CH:18][CH:17]=[CH:16][CH:15]=2)[CH:7]=1.[OH-].[Na+]. The catalyst is CO. The product is [C:14]1([NH:13][S:12]([C:8]2[CH:7]=[C:6]([CH:5]=[CH:4][C:3]([OH:22])=[O:2])[CH:11]=[CH:10][CH:9]=2)(=[O:21])=[O:20])[CH:15]=[CH:16][CH:17]=[CH:18][CH:19]=1. The yield is 0.820. (6) The reactants are Br[C:2]1[N:7]=[CH:6][CH:5]=[CH:4][N:3]=1.[CH2:8]([C:12]1[CH:17]=[CH:16][CH:15]=[CH:14][CH:13]=1)[CH2:9][C:10]#[CH:11]. No catalyst specified. The product is [C:12]1([CH2:8][CH2:9][C:10]#[C:11][C:2]2[N:7]=[CH:6][CH:5]=[CH:4][N:3]=2)[CH:17]=[CH:16][CH:15]=[CH:14][CH:13]=1. The yield is 0.860.